Dataset: Reaction yield outcomes from USPTO patents with 853,638 reactions. Task: Predict the reaction yield, written as a fraction of the theoretical maximum amount of product (1.0 means a 100% yield; for example, 0.34 means a 34% yield). (1) The reactants are [CH:1]1([CH:7]([NH:26][C:27]2[CH:32]=[CH:31][C:30]([C:33]([N:35]([CH3:43])[CH2:36][CH2:37][C:38]([O:40]CC)=[O:39])=[O:34])=[CH:29][CH:28]=2)[C:8]2[O:9][C:10]3[CH:17]=[CH:16][C:15]([O:18][CH2:19][CH2:20][CH2:21][S:22]([CH3:25])(=[O:24])=[O:23])=[CH:14][C:11]=3[C:12]=2[CH3:13])[CH2:6][CH2:5][CH2:4][CH2:3][CH2:2]1.[OH-].[Na+]. The catalyst is C(O)C. The product is [CH:1]1([CH:7]([NH:26][C:27]2[CH:32]=[CH:31][C:30]([C:33]([N:35]([CH3:43])[CH2:36][CH2:37][C:38]([OH:40])=[O:39])=[O:34])=[CH:29][CH:28]=2)[C:8]2[O:9][C:10]3[CH:17]=[CH:16][C:15]([O:18][CH2:19][CH2:20][CH2:21][S:22]([CH3:25])(=[O:23])=[O:24])=[CH:14][C:11]=3[C:12]=2[CH3:13])[CH2:2][CH2:3][CH2:4][CH2:5][CH2:6]1. The yield is 0.780. (2) The yield is 0.960. The catalyst is ClCCl. The reactants are [S:1](Cl)([C:4]1[CH:10]=[CH:9][C:7]([CH3:8])=[CH:6][CH:5]=1)(=[O:3])=[O:2].Cl.[CH2:13]([O:15][C:16](=[O:19])[CH2:17][NH2:18])[CH3:14].N1C=CC=CC=1. The product is [CH2:13]([O:15][C:16](=[O:19])[CH2:17][NH:18][S:1]([C:4]1[CH:10]=[CH:9][C:7]([CH3:8])=[CH:6][CH:5]=1)(=[O:3])=[O:2])[CH3:14]. (3) The reactants are [S:1]1[CH:5]=[C:4]([CH:6]([N:10]([CH3:17])[C:11]2[CH:16]=[CH:15][CH:14]=[CH:13][CH:12]=2)[C:7]([OH:9])=[O:8])[C:3]2[CH:18]=[CH:19][CH:20]=[CH:21][C:2]1=2.[N:22]12[CH2:29][CH2:28][CH:25]([CH2:26][CH2:27]1)[C@@H:24](O)[CH2:23]2.C1CCC(N=C=NC2CCCCC2)CC1.C1C=CC2N(O)N=NC=2C=1. The catalyst is C1COCC1. The product is [S:1]1[CH:5]=[C:4]([CH:6]([N:10]([CH3:17])[C:11]2[CH:16]=[CH:15][CH:14]=[CH:13][CH:12]=2)[C:7]([O:9][C@@H:24]2[CH:25]3[CH2:28][CH2:29][N:22]([CH2:27][CH2:26]3)[CH2:23]2)=[O:8])[C:3]2[CH:18]=[CH:19][CH:20]=[CH:21][C:2]1=2. The yield is 0.467.